This data is from Catalyst prediction with 721,799 reactions and 888 catalyst types from USPTO. The task is: Predict which catalyst facilitates the given reaction. (1) Reactant: [O-]CC.[Na+].[C:5]([CH2:7][C:8](OCC)=[O:9])#[N:6].[F:13][C:14]([F:27])([F:26])[O:15][C:16]1[CH:17]=[C:18]([NH:22][C:23]([NH2:25])=[S:24])[CH:19]=[CH:20][CH:21]=1.S(=O)(=O)(O)O. Product: [NH2:6][C:5]1[N:22]([C:18]2[CH:19]=[CH:20][CH:21]=[C:16]([O:15][C:14]([F:26])([F:13])[F:27])[CH:17]=2)[C:23](=[S:24])[NH:25][C:8](=[O:9])[CH:7]=1. The catalyst class is: 40. (2) Product: [CH3:1][C:2]1([CH3:15])[CH2:7][C@H:6]([OH:8])[C@@H:5]([C:9]2[N:13]([CH3:14])[N:12]=[CH:11][CH:10]=2)[CH2:4][CH2:3]1. Reactant: [CH3:1][C:2]1([CH3:15])[CH2:7][C:6](=[O:8])[C:5]([C:9]2[N:13]([CH3:14])[N:12]=[CH:11][CH:10]=2)=[CH:4][CH2:3]1.[BH4-].[Na+].[Cl-].[NH4+]. The catalyst class is: 5. (3) Reactant: Cl[C:2]1[CH:7]=[C:6]([N:8]2[CH2:13][CH2:12][O:11][CH2:10][CH2:9]2)[N:5]2[N:14]=[C:15]([C:17]3[CH:18]=[N:19][C:20]([CH3:23])=[CH:21][CH:22]=3)[CH:16]=[C:4]2[N:3]=1.O.[NH2:25][NH2:26]. Product: [CH3:23][C:20]1[N:19]=[CH:18][C:17]([C:15]2[CH:16]=[C:4]3[N:3]=[C:2]([NH:25][NH2:26])[CH:7]=[C:6]([N:8]4[CH2:13][CH2:12][O:11][CH2:10][CH2:9]4)[N:5]3[N:14]=2)=[CH:22][CH:21]=1. The catalyst class is: 12. (4) Reactant: Br[C:2]1[CH:3]=[N:4][CH:5]=[CH:6][CH:7]=1.[C:8]([O:12][C:13]([N:15]1[CH2:21][CH2:20][CH2:19][NH:18][CH2:17][CH2:16]1)=[O:14])([CH3:11])([CH3:10])[CH3:9].CC(C)([O-])C.[K+].C1(C)C=CC=CC=1. Product: [NH3:4].[N:4]1[CH:5]=[CH:6][CH:7]=[C:2]([N:18]2[CH2:19][CH2:20][CH2:21][N:15]([C:13]([O:12][C:8]([CH3:11])([CH3:10])[CH3:9])=[O:14])[CH2:16][CH2:17]2)[CH:3]=1. The catalyst class is: 103. (5) Reactant: [Cl:1][C:2]1[CH:3]=[CH:4][C:5]([C:8]([OH:10])=O)=[N:6][CH:7]=1.[Cl-].COC1N=C(OC)N=C([N+]2(C)CCOCC2)N=1.[NH2:29][C:30]1[CH:31]=[C:32]([C:36]2([CH3:46])[CH2:41][N:40]3[CH:42]=[CH:43][N:44]=[C:39]3[C:38]([NH2:45])=[N:37]2)[CH:33]=[CH:34][CH:35]=1.C([O-])([O-])=O.[Na+].[Na+]. Product: [NH2:45][C:38]1[C:39]2[N:40]([CH:42]=[CH:43][N:44]=2)[CH2:41][C:36]([C:32]2[CH:31]=[C:30]([NH:29][C:8]([C:5]3[CH:4]=[CH:3][C:2]([Cl:1])=[CH:7][N:6]=3)=[O:10])[CH:35]=[CH:34][CH:33]=2)([CH3:46])[N:37]=1. The catalyst class is: 24.